The task is: Predict the product of the given reaction.. This data is from Forward reaction prediction with 1.9M reactions from USPTO patents (1976-2016). (1) Given the reactants [CH3:1][O:2][C:3]([C:5]1[CH:6]=[N:7][N:8]2[C:13](Cl)=[C:12]([C:15]3[CH:20]=[CH:19][C:18]([F:21])=[CH:17][C:16]=3[F:22])[C:11]([Cl:23])=[N:10][C:9]=12)=[O:4].C(O)(=O)C, predict the reaction product. The product is: [CH3:1][O:2][C:3]([C:5]1[CH:6]=[N:7][N:8]2[CH:13]=[C:12]([C:15]3[CH:20]=[CH:19][C:18]([F:21])=[CH:17][C:16]=3[F:22])[C:11]([Cl:23])=[N:10][C:9]=12)=[O:4]. (2) Given the reactants [C:1]([O:5][C:6](=[O:34])[NH:7][CH:8]1[CH2:13][CH2:12][N:11]([C:14]2[CH:19]=[C:18]([NH2:20])[C:17]([NH2:21])=[CH:16][C:15]=2[C:22](=[O:33])[NH:23][C:24]2[CH:32]=[C:31]3[C:27]([CH:28]=[N:29][NH:30]3)=[CH:26][CH:25]=2)[CH2:10][CH2:9]1)([CH3:4])([CH3:3])[CH3:2].[N:35]([C:38]1C=[CH:42][CH:41]=[CH:40][C:39]=1[C:44](F)(F)F)=[C:36]=S.C(Cl)CCl.C[N:53](C=O)C, predict the reaction product. The product is: [C:1]([O:5][C:6](=[O:34])[NH:7][CH:8]1[CH2:9][CH2:10][N:11]([C:14]2[C:15]([C:22](=[O:33])[NH:23][C:24]3[CH:32]=[C:31]4[C:27]([CH:28]=[N:29][NH:30]4)=[CH:26][CH:25]=3)=[CH:16][C:17]3[N:21]=[C:36]([NH:35][C:38]4[C:39]([CH3:44])=[CH:40][CH:41]=[CH:42][N:53]=4)[NH:20][C:18]=3[CH:19]=2)[CH2:12][CH2:13]1)([CH3:4])([CH3:2])[CH3:3].